This data is from Forward reaction prediction with 1.9M reactions from USPTO patents (1976-2016). The task is: Predict the product of the given reaction. (1) Given the reactants [Cl:1][C:2]1[CH:7]=[CH:6][C:5]([CH:8]2[S:14][CH2:13][CH2:12][NH:11][C:10]3[N:15]([CH3:19])[N:16]=[C:17]([OH:18])[C:9]2=3)=[C:4]([CH3:20])[CH:3]=1.C(N(CC)CC)C.[N-]([S:29]([C:32]([F:35])([F:34])[F:33])(=[O:31])=[O:30])[S:29]([C:32]([F:35])([F:34])[F:33])(=[O:31])=[O:30].C(=O)(O)[O-].[Na+], predict the reaction product. The product is: [Cl:1][C:2]1[CH:7]=[CH:6][C:5]([CH:8]2[S:14][CH2:13][CH2:12][NH:11][C:10]3[N:15]([CH3:19])[N:16]=[C:17]([O:18][S:29]([C:32]([F:35])([F:34])[F:33])(=[O:31])=[O:30])[C:9]2=3)=[C:4]([CH3:20])[CH:3]=1. (2) Given the reactants [NH2:1][CH2:2][CH2:3][O:4][CH2:5][CH2:6][N:7]1[C:19]2[C:18]3[CH2:17][CH2:16][CH2:15][CH2:14][C:13]=3[N:12]=[C:11]([NH2:20])[C:10]=2[N:9]=[C:8]1[CH2:21][CH2:22][O:23][CH3:24].CCN(CC)CC.[C:32](Cl)(=[O:39])[C:33]1[CH:38]=[CH:37][CH:36]=[CH:35][CH:34]=1.CCOCC, predict the reaction product. The product is: [NH2:20][C:11]1[C:10]2[N:9]=[C:8]([CH2:21][CH2:22][O:23][CH3:24])[N:7]([CH2:6][CH2:5][O:4][CH2:3][CH2:2][NH:1][C:32](=[O:39])[C:33]3[CH:38]=[CH:37][CH:36]=[CH:35][CH:34]=3)[C:19]=2[C:18]2[CH2:17][CH2:16][CH2:15][CH2:14][C:13]=2[N:12]=1. (3) Given the reactants [C:1]([O:5][C@@H:6]([C:12]1[C:13]([C:25]2[CH:30]=[CH:29][C:28]([Cl:31])=[CH:27][CH:26]=2)=[C:14]2[C:19](=[CH:20][C:21]=1[CH3:22])[N+:18]([O-])=[C:17]([CH3:24])[CH:16]=[CH:15]2)[C:7]([O:9][CH2:10][CH3:11])=[O:8])([CH3:4])([CH3:3])[CH3:2].C1(S(Cl)(=O)=O)C=CC=CC=1.[CH3:42][NH:43][C:44]1[CH:49]=[CH:48][CH:47]=[CH:46][CH:45]=1.C([O-])([O-])=O.[K+].[K+], predict the reaction product. The product is: [C:1]([O:5][C@@H:6]([C:12]1[C:13]([C:25]2[CH:30]=[CH:29][C:28]([Cl:31])=[CH:27][CH:26]=2)=[C:14]2[C:19](=[CH:20][C:21]=1[CH3:22])[N:18]=[C:17]([CH2:24][N:43]([CH3:42])[C:44]1[CH:49]=[CH:48][CH:47]=[CH:46][CH:45]=1)[CH:16]=[CH:15]2)[C:7]([O:9][CH2:10][CH3:11])=[O:8])([CH3:4])([CH3:3])[CH3:2]. (4) Given the reactants Cl[C:2]1[N:11]=[C:10]([N:12]2[CH2:17][CH2:16][O:15][CH2:14][CH2:13]2)[C:9]2[C:4](=[CH:5][C:6]([C:18]3[CH:23]=[CH:22][CH:21]=[C:20]([S:24]([CH3:27])(=[O:26])=[O:25])[CH:19]=3)=[CH:7][CH:8]=2)[N:3]=1.[NH2:28][C:29]1[CH:34]=[CH:33][C:32](B2OC(C)(C)C(C)(C)O2)=[CH:31][N:30]=1.C(=O)([O-])[O-].[Cs+].[Cs+].CN(C=O)C, predict the reaction product. The product is: [CH3:27][S:24]([C:20]1[CH:19]=[C:18]([C:6]2[CH:5]=[C:4]3[C:9]([C:10]([N:12]4[CH2:17][CH2:16][O:15][CH2:14][CH2:13]4)=[N:11][C:2]([C:32]4[CH:33]=[CH:34][C:29]([NH2:28])=[N:30][CH:31]=4)=[N:3]3)=[CH:8][CH:7]=2)[CH:23]=[CH:22][CH:21]=1)(=[O:26])=[O:25]. (5) Given the reactants [CH:1]([CH:14]1[C:19](=[O:20])[CH:18]2[CH2:21][CH2:22][N:15]1[CH2:16][CH2:17]2)([C:8]1[CH:13]=[CH:12][CH:11]=[CH:10][CH:9]=1)[C:2]1[CH:7]=[CH:6][CH:5]=[CH:4][CH:3]=1.CC(C)([O-])C.[K+].[H][H], predict the reaction product. The product is: [CH:1]([C@H:14]1[C@@H:19]([OH:20])[CH:18]2[CH2:17][CH2:16][N:15]1[CH2:22][CH2:21]2)([C:2]1[CH:7]=[CH:6][CH:5]=[CH:4][CH:3]=1)[C:8]1[CH:13]=[CH:12][CH:11]=[CH:10][CH:9]=1. (6) Given the reactants C(NC1C=CC(S([N:14]=[N+:15]=[N-])(=O)=O)=CC=1)(=O)C.O=C(C)[CH2:19][C:20]([O:22][CH2:23][C:24]1[S:29][C:28]([N:30]([C:39]([O:41][C:42]([CH3:45])([CH3:44])[CH3:43])=[O:40])[CH2:31][O:32][CH2:33][CH2:34][Si:35]([CH3:38])([CH3:37])[CH3:36])=[N:27][C@@:26]([C:48]2[CH:53]=[C:52]([Br:54])[CH:51]=[CH:50][C:49]=2[F:55])([CH2:46][F:47])[CH:25]=1)=[O:21].[Li+].[OH-], predict the reaction product. The product is: [N+:14](=[CH:19][C:20]([O:22][CH2:23][C:24]1[S:29][C:28]([N:30]([C:39]([O:41][C:42]([CH3:45])([CH3:43])[CH3:44])=[O:40])[CH2:31][O:32][CH2:33][CH2:34][Si:35]([CH3:37])([CH3:36])[CH3:38])=[N:27][C@@:26]([C:48]2[CH:53]=[C:52]([Br:54])[CH:51]=[CH:50][C:49]=2[F:55])([CH2:46][F:47])[CH:25]=1)=[O:21])=[N-:15]. (7) Given the reactants [F:1][C:2]1[CH:3]=[C:4]([CH:31]=[C:32]([F:34])[CH:33]=1)[CH2:5][C:6]1[CH:7]=[C:8]2[C:12](=[CH:13][CH:14]=1)[NH:11][N:10]=[C:9]2[NH:15][C:16]([C:18]1[CH:27]=[CH:26][C:21]([C:22]([O:24]C)=[O:23])=[CH:20][C:19]=1[N+:28]([O-:30])=[O:29])=[O:17].O.O[Li].O, predict the reaction product. The product is: [F:1][C:2]1[CH:3]=[C:4]([CH:31]=[C:32]([F:34])[CH:33]=1)[CH2:5][C:6]1[CH:7]=[C:8]2[C:12](=[CH:13][CH:14]=1)[NH:11][N:10]=[C:9]2[NH:15][C:16]([C:18]1[CH:27]=[CH:26][C:21]([C:22]([OH:24])=[O:23])=[CH:20][C:19]=1[N+:28]([O-:30])=[O:29])=[O:17]. (8) Given the reactants [NH2:1][C:2]1[CH:11]=[C:10]2[C:5]([CH:6]=[C:7]([C:13]3[CH:18]=[CH:17][CH:16]=[CH:15][C:14]=3[C:19]([F:22])([F:21])[F:20])[NH:8][C:9]2=[O:12])=[CH:4][CH:3]=1.[Cl:23][CH2:24][C:25](Cl)=[O:26].N1C=CC=CC=1, predict the reaction product. The product is: [Cl:23][CH2:24][C:25]([NH:1][C:2]1[CH:11]=[C:10]2[C:5]([CH:6]=[C:7]([C:13]3[CH:18]=[CH:17][CH:16]=[CH:15][C:14]=3[C:19]([F:22])([F:20])[F:21])[NH:8][C:9]2=[O:12])=[CH:4][CH:3]=1)=[O:26]. (9) Given the reactants C([O-])([O-])=O.[K+].[K+].[Cl:7][C:8]1[CH:9]=[C:10]([OH:15])[CH:11]=[CH:12][C:13]=1[Cl:14].[Br:16][C:17]1[CH:18]=[CH:19][C:20](F)=[C:21]([CH:24]=1)[CH:22]=[O:23], predict the reaction product. The product is: [Br:16][C:17]1[CH:18]=[CH:19][C:20]([O:15][C:10]2[CH:11]=[CH:12][C:13]([Cl:14])=[C:8]([Cl:7])[CH:9]=2)=[C:21]([CH:24]=1)[CH:22]=[O:23]. (10) Given the reactants [Br:1][C:2]1[CH:7]=[C:6]([O:8][CH3:9])[C:5]([O:10][CH:11]([CH3:13])[CH3:12])=[CH:4][C:3]=1[CH:14]([CH2:17][CH2:18][CH2:19][C:20]1[CH:25]=[CH:24][C:23]([O:26][CH:27]([CH3:29])[CH3:28])=[CH:22][CH:21]=1)[C:15]#[N:16].[OH-:30].[K+], predict the reaction product. The product is: [Br:1][C:2]1[CH:7]=[C:6]([O:8][CH3:9])[C:5]([O:10][CH:11]([CH3:12])[CH3:13])=[CH:4][C:3]=1[CH:14]([CH2:17][CH2:18][CH2:19][C:20]1[CH:21]=[CH:22][C:23]([O:26][CH:27]([CH3:29])[CH3:28])=[CH:24][CH:25]=1)[C:15]([NH2:16])=[O:30].